Task: Predict the reaction yield, written as a fraction of the theoretical maximum amount of product (1.0 means a 100% yield; for example, 0.34 means a 34% yield).. Dataset: Reaction yield outcomes from USPTO patents with 853,638 reactions (1) The reactants are [Cl:1][C:2]1[CH:7]=[CH:6][C:5]([CH2:8][CH:9]([OH:22])[CH2:10][NH:11][C:12]2[CH:17]=[C:16]([CH3:18])[CH:15]=[CH:14][C:13]=2[N+:19]([O-])=O)=[CH:4][CH:3]=1. The catalyst is [Ni].CCO. The product is [NH2:19][C:13]1[CH:14]=[CH:15][C:16]([CH3:18])=[CH:17][C:12]=1[NH:11][CH2:10][CH:9]([OH:22])[CH2:8][C:5]1[CH:4]=[CH:3][C:2]([Cl:1])=[CH:7][CH:6]=1. The yield is 0.600. (2) The reactants are [OH:1][CH:2]1[CH:6]([NH:7][C:8](=[O:15])[C:9]2[CH:14]=[CH:13][CH:12]=[CH:11][N:10]=2)[CH2:5][N:4]([C:16]([O:18][CH2:19][C:20]2[CH:25]=[CH:24][CH:23]=[CH:22][CH:21]=2)=[O:17])[CH2:3]1.CC(OI1(OC(C)=O)(OC(C)=O)OC(=O)C2C=CC=CC1=2)=O. The product is [O:1]=[C:2]1[CH:6]([NH:7][C:8](=[O:15])[C:9]2[CH:14]=[CH:13][CH:12]=[CH:11][N:10]=2)[CH2:5][N:4]([C:16]([O:18][CH2:19][C:20]2[CH:25]=[CH:24][CH:23]=[CH:22][CH:21]=2)=[O:17])[CH2:3]1. The catalyst is C(Cl)Cl. The yield is 0.770. (3) The reactants are [F:1][C:2]1[CH:3]=[C:4]([CH:8]=[CH:9][CH:10]=1)/[CH:5]=[N:6]\[OH:7].[Cl:11]N1C(=O)CCC1=O. The catalyst is CN(C=O)C. The product is [OH:7]/[N:6]=[C:5](\[Cl:11])/[C:4]1[CH:8]=[CH:9][CH:10]=[C:2]([F:1])[CH:3]=1. The yield is 0.730. (4) The reactants are [Cl:1][C:2]1[CH:10]=[C:9]2[C:5](/[C:6](=[CH:12]\[CH2:13][CH3:14])/[C:7](=[O:11])[NH:8]2)=[CH:4][CH:3]=1.[Cl:15][C:16]1[CH:17]=[C:18]([CH:22]=[N:23][C:24]([O:26][Si](C)(C)C)=[CH2:25])[CH:19]=[CH:20][CH:21]=1. The catalyst is C1(C)C=CC=CC=1. The product is [Cl:1][C:2]1[CH:10]=[C:9]2[NH:8][C:7](=[O:11])[C:6]3([CH:12]([CH2:13][CH3:14])[CH2:26][C:24](=[O:25])[NH:23][CH:22]3[C:18]3[CH:19]=[CH:20][CH:21]=[C:16]([Cl:15])[CH:17]=3)[C:5]2=[CH:4][CH:3]=1. The yield is 0.500. (5) The reactants are [CH:1]1([Mg]Br)[CH2:3][CH2:2]1.Br[C:7]1[C:16]2[C:11](=[CH:12][CH:13]=[CH:14][CH:15]=2)[CH:10]=[CH:9][CH:8]=1. The catalyst is O1CCCC1.Cl[Ni]1(Cl)[P](C2C=CC=CC=2)(C2C=CC=CC=2)CCC[P]1(C1C=CC=CC=1)C1C=CC=CC=1. The product is [CH:1]1([C:15]2[C:16]3[C:11](=[CH:10][CH:9]=[CH:8][CH:7]=3)[CH:12]=[CH:13][CH:14]=2)[CH2:3][CH2:2]1. The yield is 0.760. (6) The reactants are [F:1][C:2]1[C:7]([CH3:8])=[CH:6][C:5]([NH:9][C:10]2[N:15]=[C:14]([NH:16][C:17]3[CH:18]=[CH:19][C:20]4[O:24][C:23](=[O:25])[NH:22][C:21]=4[CH:26]=3)[C:13]([CH3:27])=[CH:12][N:11]=2)=[CH:4][C:3]=1[O:28][CH3:29].[C:30]1([S:36]([OH:39])(=[O:38])=[O:37])[CH:35]=[CH:34][CH:33]=[CH:32][CH:31]=1. The catalyst is CO. The product is [S:36]([C:30]1[CH:35]=[CH:34][CH:33]=[CH:32][CH:31]=1)([OH:39])(=[O:38])=[O:37].[F:1][C:2]1[C:7]([CH3:8])=[CH:6][C:5]([NH:9][C:10]2[N:15]=[C:14]([NH:16][C:17]3[CH:18]=[CH:19][C:20]4[O:24][C:23](=[O:25])[NH:22][C:21]=4[CH:26]=3)[C:13]([CH3:27])=[CH:12][N:11]=2)=[CH:4][C:3]=1[O:28][CH3:29]. The yield is 0.940. (7) The reactants are [CH3:1][C:2]([CH3:37])([CH3:36])[C:3]([N:5]1[N:9]=[C:8]([NH:10][C:11](=[O:20])[CH:12]([C:14]2[CH:19]=[CH:18][CH:17]=[CH:16][CH:15]=2)[CH3:13])[S:7][C:6]1([CH2:27][CH2:28][CH2:29][C:30]([NH:32][CH2:33][CH2:34][OH:35])=[O:31])[C:21]1[CH:26]=[CH:25][CH:24]=[CH:23][CH:22]=1)=[O:4].N1C=CC=CC=1.[Si:44](Cl)([C:47]([CH3:50])([CH3:49])[CH3:48])([CH3:46])[CH3:45].Cl. The catalyst is O.ClCCl. The product is [O:35]([CH2:34][CH2:33][NH:32][C:30](=[O:31])[CH2:29][CH2:28][CH2:27][C:6]1([C:21]2[CH:26]=[CH:25][CH:24]=[CH:23][CH:22]=2)[N:5]([C:3](=[O:4])[C:2]([CH3:36])([CH3:1])[CH3:37])[N:9]=[C:8]([NH:10][C:11](=[O:20])[CH:12]([C:14]2[CH:19]=[CH:18][CH:17]=[CH:16][CH:15]=2)[CH3:13])[S:7]1)[Si:44]([C:47]([CH3:50])([CH3:49])[CH3:48])([CH3:46])[CH3:45]. The yield is 0.850.